From a dataset of Reaction yield outcomes from USPTO patents with 853,638 reactions. Predict the reaction yield, written as a fraction of the theoretical maximum amount of product (1.0 means a 100% yield; for example, 0.34 means a 34% yield). (1) The reactants are [CH3:1][O-:2].[Na+].[CH2:4]([O:6][CH:7]([O:10][CH2:11][CH3:12])[C:8]#[N:9])[CH3:5]. The catalyst is CO. The product is [CH2:4]([O:6][CH:7]([O:10][CH2:11][CH3:12])[C:8](=[NH:9])[O:2][CH3:1])[CH3:5]. The yield is 0.860. (2) The reactants are Br[C:2]1[C:7]([CH3:8])=[CH:6][CH:5]=[CH:4][N:3]=1.C([O-])([O-])=O.[K+].[K+].N#N.[C:17]([O:21][C:22]([C:24]1[CH:25]=[C:26](B(O)O)[CH:27]=[CH:28][CH:29]=1)=[O:23])([CH3:20])([CH3:19])[CH3:18].C(Cl)Cl.CS(O)(=O)=O.[OH-].[Na+]. The catalyst is C1(C)C=CC=CC=1.C1C=CC(P(C2C=CC=CC=2)[C-]2C=CC=C2)=CC=1.C1C=CC(P(C2C=CC=CC=2)[C-]2C=CC=C2)=CC=1.Cl[Pd]Cl.[Fe+2].O. The product is [C:17]([O:21][C:22](=[O:23])[C:24]1[CH:25]=[CH:26][CH:27]=[C:28]([C:2]2[C:7]([CH3:8])=[CH:6][CH:5]=[CH:4][N:3]=2)[CH:29]=1)([CH3:20])([CH3:18])[CH3:19]. The yield is 0.820. (3) The reactants are [CH:1]1([CH2:6][N:7]([CH2:18][CH3:19])[C:8]2[C:9]([CH2:16][OH:17])=[N:10][C:11]([O:14][CH3:15])=[CH:12][CH:13]=2)[CH2:5][CH2:4][CH2:3][CH2:2]1. The catalyst is C(Cl)(Cl)Cl.[O-2].[O-2].[Mn+4]. The product is [CH:1]1([CH2:6][N:7]([CH2:18][CH3:19])[C:8]2[C:9]([CH:16]=[O:17])=[N:10][C:11]([O:14][CH3:15])=[CH:12][CH:13]=2)[CH2:2][CH2:3][CH2:4][CH2:5]1. The yield is 0.850.